Task: Predict which catalyst facilitates the given reaction.. Dataset: Catalyst prediction with 721,799 reactions and 888 catalyst types from USPTO (1) Reactant: [CH2:1]([C:3]1[CH:8]=[C:7]([CH3:9])[CH:6]=[C:5]([CH2:10][CH3:11])[C:4]=1[C:12](=[O:18])[C:13]([N:15]([CH3:17])[NH2:16])=[O:14])[CH3:2].[F:19][C:20]([F:27])([F:26])[C:21](=O)[CH2:22][S:23][CH3:24].O. Product: [CH2:1]([C:3]1[CH:8]=[C:7]([CH3:9])[CH:6]=[C:5]([CH2:10][CH3:11])[C:4]=1[C:12](=[O:18])[C:13]([N:15]([CH3:17])[N:16]=[C:21]([CH2:22][S:23][CH3:24])[C:20]([F:27])([F:26])[F:19])=[O:14])[CH3:2]. The catalyst class is: 743. (2) Reactant: [Cl:1][C:2]1[N:7]=[C:6](Cl)[CH:5]=[C:4]([CH2:9][Cl:10])[N:3]=1.Cl.[CH:12]12[NH:19][CH:16]([CH2:17][CH2:18]1)[CH2:15][O:14][CH2:13]2.C(N(CC)CC)C. Product: [Cl:1][C:2]1[N:7]=[C:6]([N:19]2[CH:12]3[CH2:18][CH2:17][CH:16]2[CH2:15][O:14][CH2:13]3)[CH:5]=[C:4]([CH2:9][Cl:10])[N:3]=1. The catalyst class is: 4. (3) Reactant: Cl.[C:2]1([C:8](=[O:19])[CH2:9][C:10]2[NH:14][C:13]3[CH2:15][CH2:16][CH2:17][CH2:18][C:12]=3[N:11]=2)[CH:7]=[CH:6][CH:5]=[CH:4][CH:3]=1.C[O-].[Na+].[C:23](OC)(=[O:26])[C:24]#[CH:25]. Product: [C:8]([C:9]1[CH:25]=[CH:24][C:23](=[O:26])[N:11]2[C:12]3[CH2:18][CH2:17][CH2:16][CH2:15][C:13]=3[NH:14][C:10]=12)(=[O:19])[C:2]1[CH:7]=[CH:6][CH:5]=[CH:4][CH:3]=1. The catalyst class is: 5. (4) Reactant: [CH:1]1([C:4]2[C:5]([O:14][CH2:15][CH:16]3[CH2:21][CH2:20][C:19]([F:23])([F:22])[CH2:18][CH2:17]3)=[CH:6][C:7]3[O:11][N:10]=[C:9]([NH2:12])[C:8]=3[CH:13]=2)[CH2:3][CH2:2]1.[CH3:24][S:25](Cl)(=[O:27])=[O:26].C(N(CC)CC)C. Product: [CH:1]1([C:4]2[C:5]([O:14][CH2:15][CH:16]3[CH2:21][CH2:20][C:19]([F:23])([F:22])[CH2:18][CH2:17]3)=[CH:6][C:7]3[O:11][N:10]=[C:9]([NH:12][S:25]([CH3:24])(=[O:27])=[O:26])[C:8]=3[CH:13]=2)[CH2:2][CH2:3]1. The catalyst class is: 2. (5) Reactant: Cl[C:2]1[CH:7]=[C:6]([Cl:8])[N:5]=[C:4]([S:9][C:10]2[CH:15]=[CH:14][C:13]([NH:16][C:17]([CH:19]3[CH2:21][CH2:20]3)=[O:18])=[CH:12][CH:11]=2)[N:3]=1.[NH2:22][C:23]1[S:24][C:25]([CH3:28])=[CH:26][N:27]=1.C1(P(C2C=CC=CC=2)C2C3OC4C(=CC=CC=4P(C4C=CC=CC=4)C4C=CC=CC=4)C(C)(C)C=3C=CC=2)C=CC=CC=1.C(=O)([O-])[O-].[Na+].[Na+]. Product: [CH3:28][C:25]1[S:24][C:23]([NH:22][C:2]2[CH:7]=[C:6]([Cl:8])[N:5]=[C:4]([S:9][C:10]3[CH:15]=[CH:14][C:13]([NH:16][C:17]([CH:19]4[CH2:21][CH2:20]4)=[O:18])=[CH:12][CH:11]=3)[N:3]=2)=[N:27][CH:26]=1. The catalyst class is: 62.